This data is from Forward reaction prediction with 1.9M reactions from USPTO patents (1976-2016). The task is: Predict the product of the given reaction. (1) Given the reactants [Cl:1][C:2]1[CH:10]=[CH:9][C:5]([C:6](Cl)=[O:7])=[CH:4][CH:3]=1.[Cl-].[Al+3].[Cl-].[Cl-].ClC(Cl)C.[CH3:19][N:20]1[CH:24]=[C:23]([CH3:25])[C:22]([C:26]([O:28][CH2:29][CH3:30])=[O:27])=[C:21]1[CH2:31][C:32]([O:34][CH2:35][CH3:36])=[O:33], predict the reaction product. The product is: [Cl:1][C:2]1[CH:10]=[CH:9][C:5]([C:6]([C:24]2[N:20]([CH3:19])[C:21]([CH2:31][C:32]([O:34][CH2:35][CH3:36])=[O:33])=[C:22]([C:26]([O:28][CH2:29][CH3:30])=[O:27])[C:23]=2[CH3:25])=[O:7])=[CH:4][CH:3]=1. (2) The product is: [Cl:1][C:2]1[CH:3]=[C:4]2[C:8](=[CH:9][CH:10]=1)[N:7]([CH:14]1[CH2:15][CH2:16][CH2:17][CH2:18][O:13]1)[N:6]=[C:5]2[CH2:11][Cl:12]. Given the reactants [Cl:1][C:2]1[CH:3]=[C:4]2[C:8](=[CH:9][CH:10]=1)[NH:7][N:6]=[C:5]2[CH2:11][Cl:12].[O:13]1[CH:18]=[CH:17][CH2:16][CH2:15][CH2:14]1.O.C1(C)C=CC(S(O)(=O)=O)=CC=1.O, predict the reaction product. (3) Given the reactants [F:1][C:2]([F:59])([F:58])[S:3]([O:6][C:7]1[CH:12]=[CH:11][C:10]([C@H:13]2[CH2:18][CH2:17][C@H:16]([N:19]([CH2:51][C:52]3[CH:57]=[CH:56][CH:55]=[CH:54][CH:53]=3)[CH2:20][C@H:21]([OH:50])[CH2:22][O:23][C:24]3[CH:29]=[CH:28][C:27]([O:30][CH2:31][C:32]4[CH:37]=[CH:36][CH:35]=[CH:34][CH:33]=4)=[C:26]([N:38](C(OC(C)(C)C)=O)[S:39]([CH3:42])(=[O:41])=[O:40])[CH:25]=3)[CH2:15][CH2:14]2)=[CH:9][CH:8]=1)(=[O:5])=[O:4].ClCCl, predict the reaction product. The product is: [F:58][C:2]([F:1])([F:59])[S:3]([O:6][C:7]1[CH:12]=[CH:11][C:10]([C@H:13]2[CH2:14][CH2:15][C@H:16]([N:19]([CH2:51][C:52]3[CH:53]=[CH:54][CH:55]=[CH:56][CH:57]=3)[CH2:20][C@H:21]([OH:50])[CH2:22][O:23][C:24]3[CH:29]=[CH:28][C:27]([O:30][CH2:31][C:32]4[CH:37]=[CH:36][CH:35]=[CH:34][CH:33]=4)=[C:26]([NH:38][S:39]([CH3:42])(=[O:41])=[O:40])[CH:25]=3)[CH2:17][CH2:18]2)=[CH:9][CH:8]=1)(=[O:4])=[O:5]. (4) Given the reactants [Cl:1][C:2]1[CH:10]=[C:9]2[C:5]([C:6]([C:11]([O:13]C)=[O:12])=[CH:7][NH:8]2)=[CH:4][C:3]=1[C:15]1[CH:20]=[CH:19][C:18]([C:21]2([OH:25])[CH2:24][O:23][CH2:22]2)=[C:17]([O:26][CH3:27])[CH:16]=1.[OH-].[Na+], predict the reaction product. The product is: [Cl:1][C:2]1[CH:10]=[C:9]2[C:5]([C:6]([C:11]([OH:13])=[O:12])=[CH:7][NH:8]2)=[CH:4][C:3]=1[C:15]1[CH:20]=[CH:19][C:18]([C:21]2([OH:25])[CH2:24][O:23][CH2:22]2)=[C:17]([O:26][CH3:27])[CH:16]=1. (5) Given the reactants [NH2:1][C:2]1[C:11]2[N:12]=[C:13]([CH2:20][O:21]C)[N:14]([CH2:15][C:16]([CH3:19])([OH:18])[CH3:17])[C:10]=2[C:9]2[CH:8]=[CH:7][C:6]([CH2:23][CH2:24][S:25]([CH3:28])(=[O:27])=[O:26])=[CH:5][C:4]=2[N:3]=1, predict the reaction product. The product is: [NH2:1][C:2]1[C:11]2[N:12]=[C:13]([CH2:20][OH:21])[N:14]([CH2:15][C:16]([CH3:19])([OH:18])[CH3:17])[C:10]=2[C:9]2[CH:8]=[CH:7][C:6]([CH2:23][CH2:24][S:25]([CH3:28])(=[O:27])=[O:26])=[CH:5][C:4]=2[N:3]=1. (6) Given the reactants [CH3:1][C:2]1([CH3:43])[N:6]([CH2:7][CH2:8][CH2:9][CH2:10][CH2:11][CH2:12][CH2:13][CH2:14][CH2:15][S:16]([CH2:18][CH2:19][CH2:20][C:21]([F:27])([F:26])[C:22]([F:25])([F:24])[F:23])=[O:17])[C:5](=[O:28])[N:4]([C:29]2[CH:34]=[CH:33][C:32]([N+:35]([O-:37])=[O:36])=[C:31](C(F)(F)F)[CH:30]=2)[C:3]1=[O:42].CC1(C)N(CCCCCCCCCSCCCC(F)(F)[C:64]([F:67])([F:66])[F:65])C(=O)N(C2C=CC([N+]([O-])=O)=C([C:64]([F:67])([F:66])[F:65])C=2)C1=O, predict the reaction product. The product is: [CH3:43][C:2]1([CH3:1])[N:6]([CH2:7][CH2:8][CH2:9][CH2:10][CH2:11][CH2:12][CH2:13][CH2:14][CH2:15][S:16]([CH2:18][CH2:19][CH2:20][C:21]([F:26])([F:27])[C:22]([F:23])([F:25])[F:24])=[O:17])[C:5](=[O:28])[N:4]([C:29]2[CH:34]=[CH:33][C:32]([N+:35]([O-:37])=[O:36])=[CH:31][C:30]=2[C:64]([F:67])([F:66])[F:65])[C:3]1=[O:42].